Dataset: Full USPTO retrosynthesis dataset with 1.9M reactions from patents (1976-2016). Task: Predict the reactants needed to synthesize the given product. (1) Given the product [CH:1]([C:4]1[N:5]=[C:6]([CH2:9][CH2:10][C:11]2[CH:31]=[CH:30][N:14]3[C:15](=[O:29])[C:16](/[CH:20]=[CH:21]/[C:22]([OH:24])=[O:23])=[C:17]([OH:19])[N:18]=[C:13]3[CH:12]=2)[S:7][CH:8]=1)([CH3:3])[CH3:2], predict the reactants needed to synthesize it. The reactants are: [CH:1]([C:4]1[N:5]=[C:6]([CH2:9][CH2:10][C:11]2[CH:31]=[CH:30][N:14]3[C:15](=[O:29])[C:16](/[CH:20]=[CH:21]/[C:22]([O:24]C(C)(C)C)=[O:23])=[C:17]([OH:19])[N:18]=[C:13]3[CH:12]=2)[S:7][CH:8]=1)([CH3:3])[CH3:2].C(O)=O. (2) The reactants are: Br[C:2]1[CH:19]=[CH:18][C:5]2[CH:6]3[CH2:17][CH:8]([C:9]4[S:13][C:12]([C:14]([NH2:16])=[O:15])=[N:11][C:10]=4[C:4]=2[CH:3]=1)[CH2:7]3.[CH3:20][C:21]1[O:25][N:24]=[C:23]([C@:26]([OH:30])([C:28]#[CH:29])[CH3:27])[CH:22]=1. Given the product [OH:30][C@:26]([C:23]1[CH:22]=[C:21]([CH3:20])[O:25][N:24]=1)([CH3:27])[C:28]#[C:29][C:2]1[CH:19]=[CH:18][C:5]2[CH:6]3[CH2:17][CH:8]([C:9]4[S:13][C:12]([C:14]([NH2:16])=[O:15])=[N:11][C:10]=4[C:4]=2[CH:3]=1)[CH2:7]3, predict the reactants needed to synthesize it. (3) Given the product [CH3:1][S:2][C:3]1[CH:10]=[CH:9][C:6]([CH:7]=[CH:12][C:13]([OH:15])=[O:14])=[CH:5][CH:4]=1, predict the reactants needed to synthesize it. The reactants are: [CH3:1][S:2][C:3]1[CH:10]=[CH:9][C:6]([CH:7]=O)=[CH:5][CH:4]=1.C(O)(=O)[CH2:12][C:13]([OH:15])=[O:14].C(=O)=O.Cl. (4) Given the product [CH3:34][O:35][C:36]1[CH:41]=[CH:40][CH:39]=[CH:38][C:37]=1[C:42]([N:44]=[C:45]=[S:46])=[O:43].[CH3:12][O:13][C:14]1[CH:15]=[C:16]2[C:21](=[CH:22][C:23]=1[O:24][CH3:25])[N:20]=[CH:19][N:18]=[C:17]2[O:26][C:27]1[CH:33]=[CH:32][C:30]([NH:31][C:45]([NH:44][C:42](=[O:43])[C:37]2[CH:38]=[CH:39][CH:40]=[CH:41][C:36]=2[O:35][CH3:34])=[S:46])=[CH:29][CH:28]=1, predict the reactants needed to synthesize it. The reactants are: COC1C=CC=CC=1C(Cl)=O.[CH3:12][O:13][C:14]1[CH:15]=[C:16]2[C:21](=[CH:22][C:23]=1[O:24][CH3:25])[N:20]=[CH:19][N:18]=[C:17]2[O:26][C:27]1[CH:33]=[CH:32][C:30]([NH2:31])=[CH:29][CH:28]=1.[CH3:34][O:35][C:36]1[CH:41]=[CH:40][CH:39]=[CH:38][C:37]=1[C:42]([N:44]=[C:45]=[S:46])=[O:43]. (5) Given the product [Cl:15][C:16]1[C:17]([CH3:26])=[C:18]([S:22]([NH:14][C:11]2[S:12][CH:13]=[C:9]([C:6]3[CH:5]=[CH:4][C:3]([O:2][CH3:1])=[CH:8][CH:7]=3)[N:10]=2)(=[O:24])=[O:23])[CH:19]=[CH:20][CH:21]=1, predict the reactants needed to synthesize it. The reactants are: [CH3:1][O:2][C:3]1[CH:8]=[CH:7][C:6]([C:9]2[N:10]=[C:11]([NH2:14])[S:12][CH:13]=2)=[CH:5][CH:4]=1.[Cl:15][C:16]1[C:17]([CH3:26])=[C:18]([S:22](Cl)(=[O:24])=[O:23])[CH:19]=[CH:20][CH:21]=1. (6) Given the product [Br-:35].[OH:10][C:9]([C:17]1[CH:22]=[CH:21][CH:20]=[CH:19][CH:18]=1)([C:11]1[CH:12]=[CH:13][CH:14]=[CH:15][CH:16]=1)[C:4]12[CH2:5][CH2:6][N+:1]([CH2:34][CH2:33][CH2:32][CH2:31][O:30][CH2:29][C:23]3[CH:28]=[CH:27][CH:26]=[CH:25][CH:24]=3)([CH2:2][CH2:3]1)[CH2:8][CH2:7]2, predict the reactants needed to synthesize it. The reactants are: [N:1]12[CH2:8][CH2:7][C:4]([C:9]([C:17]3[CH:22]=[CH:21][CH:20]=[CH:19][CH:18]=3)([C:11]3[CH:16]=[CH:15][CH:14]=[CH:13][CH:12]=3)[OH:10])([CH2:5][CH2:6]1)[CH2:3][CH2:2]2.[C:23]1([CH2:29][O:30][CH2:31][CH2:32][CH2:33][CH2:34][Br:35])[CH:28]=[CH:27][CH:26]=[CH:25][CH:24]=1. (7) Given the product [CH3:1][O:2][C:3]1[CH:8]=[C:7]([C:11](=[O:14])[CH:12]=[CH2:13])[CH:6]=[CH:5][C:4]=1[O:9][CH3:10], predict the reactants needed to synthesize it. The reactants are: [CH3:1][O:2][C:3]1[CH:8]=[CH:7][CH:6]=[CH:5][C:4]=1[O:9][CH3:10].[C:11](Cl)(=[O:14])[CH:12]=[CH2:13].[Cl-].[Al+3].[Cl-].[Cl-]. (8) The reactants are: [NH:1]1[CH2:5][CH2:4][CH2:3][CH2:2]1.[Cl:6][CH2:7][CH2:8][O:9][CH2:10][CH2:11][O:12][C:13]1[CH:22]=[C:21]2[C:16]([C:17]([NH:25][C:26]3[CH:31]=[CH:30][C:29]([C:32]#[C:33][CH2:34][O:35][CH3:36])=[C:28]4[O:37][CH2:38][O:39][C:27]=34)=[C:18]([C:23]#[N:24])[CH:19]=[N:20]2)=[CH:15][C:14]=1[O:40][CH3:41].[I-].[Na+].[ClH:44]. Given the product [ClH:6].[ClH:44].[C:23]([C:18]1[CH:19]=[N:20][C:21]2[C:16]([C:17]=1[NH:25][C:26]1[CH:31]=[CH:30][C:29]([C:32]#[C:33][CH2:34][O:35][CH3:36])=[C:28]3[O:37][CH2:38][O:39][C:27]=13)=[CH:15][C:14]([O:40][CH3:41])=[C:13]([O:12][CH2:11][CH2:10][O:9][CH2:8][CH2:7][N:1]1[CH2:5][CH2:4][CH2:3][CH2:2]1)[CH:22]=2)#[N:24], predict the reactants needed to synthesize it. (9) Given the product [CH2:18]([O:20][C:21]([C:23]1[C:24]2[S:32][CH:31]=[C:30]([CH2:33][O:11][C:3]3[CH:4]=[C:5]([N+:8]([O-:10])=[O:9])[CH:6]=[CH:7][C:2]=3[CH3:1])[C:25]=2[C:26]([Cl:29])=[N:27][CH:28]=1)=[O:22])[CH3:19], predict the reactants needed to synthesize it. The reactants are: [CH3:1][C:2]1[CH:7]=[CH:6][C:5]([N+:8]([O-:10])=[O:9])=[CH:4][C:3]=1[OH:11].C(=O)([O-])[O-].[K+].[K+].[CH2:18]([O:20][C:21]([C:23]1[C:24]2[S:32][CH:31]=[C:30]([CH2:33]Br)[C:25]=2[C:26]([Cl:29])=[N:27][CH:28]=1)=[O:22])[CH3:19]. (10) Given the product [C:24]1([C:23]2[C:18]([C:15]3[CH:16]=[CH:17][C:12]([C:8]4([NH2:7])[CH2:11][CH2:10][CH2:9]4)=[CH:13][CH:14]=3)=[N:19][C:20]3[N:21]([CH:30]=[CH:31][N:32]=3)[CH:22]=2)[CH:25]=[CH:26][CH:27]=[CH:28][CH:29]=1, predict the reactants needed to synthesize it. The reactants are: C(OC(=O)[NH:7][C:8]1([C:12]2[CH:17]=[CH:16][C:15]([C:18]3[C:23]([C:24]4[CH:29]=[CH:28][CH:27]=[CH:26][CH:25]=4)=[CH:22][N:21]4[CH:30]=[CH:31][N:32]=[C:20]4[N:19]=3)=[CH:14][CH:13]=2)[CH2:11][CH2:10][CH2:9]1)(C)(C)C.Cl.